Task: Predict the product of the given reaction.. Dataset: Forward reaction prediction with 1.9M reactions from USPTO patents (1976-2016) (1) Given the reactants [C:1]([N:8](C)[CH:9]1[CH2:14][CH2:13][CH:12]([N:15]([CH2:28][C:29]2[CH:30]=[C:31](B(O)O)[CH:32]=[CH:33][C:34]=2[O:35][CH2:36][CH3:37])[C:16]([C:18]2[S:22][C:21]3[CH:23]=[CH:24][CH:25]=[CH:26][C:20]=3[C:19]=2[Cl:27])=[O:17])[CH2:11][CH2:10]1)(OC(C)(C)C)=O.[NH2:42][C:43]1[N:48]=[CH:47][C:46](Br)=[CH:45][N:44]=1, predict the reaction product. The product is: [ClH:27].[ClH:27].[NH2:42][C:43]1[N:48]=[CH:47][C:46]([C:31]2[CH:32]=[CH:33][C:34]([O:35][CH2:36][CH3:37])=[C:29]([CH:30]=2)[CH2:28][N:15]([CH:12]2[CH2:11][CH2:10][CH:9]([NH:8][CH3:1])[CH2:14][CH2:13]2)[C:16]([C:18]2[S:22][C:21]3[CH:23]=[CH:24][CH:25]=[CH:26][C:20]=3[C:19]=2[Cl:27])=[O:17])=[CH:45][N:44]=1. (2) Given the reactants [C:1]([CH:4]([CH3:26])[CH2:5][CH2:6][N:7]1[C:11]2[CH:12]=[CH:13][CH:14]=[C:15]([CH3:16])[C:10]=2[N:9]=[C:8]1[CH2:17][O:18][C:19]1[CH:24]=[CH:23][C:22]([Cl:25])=[CH:21][CH:20]=1)(O)=[O:2].[CH2:27]([NH2:34])[C:28]1[CH:33]=[CH:32][CH:31]=[CH:30][CH:29]=1.O[N:36]1C2C=CC=CC=2N=N1.C1(N=C=NC2CCCCC2)CCCCC1, predict the reaction product. The product is: [CH2:27]([NH:34][NH:36][C:1]([CH:4]([CH3:26])[CH2:5][CH2:6][N:7]1[C:11]2[CH:12]=[CH:13][CH:14]=[C:15]([CH3:16])[C:10]=2[N:9]=[C:8]1[CH2:17][O:18][C:19]1[CH:20]=[CH:21][C:22]([Cl:25])=[CH:23][CH:24]=1)=[O:2])[C:28]1[CH:33]=[CH:32][CH:31]=[CH:30][CH:29]=1. (3) Given the reactants [CH2:1]([OH:23])[C@H:2]1[O:7][C@H:6]([O:8][C@]2(CO)O[C@H](CO)[C@@H](O)[C@@H]2O)[C@H:5]([OH:20])[C@@H:4]([OH:21])[C@@H:3]1[OH:22].[CH2:24]([OH:57])[C@H:25]1[O:30][C@H:29]([O:31]C[C@H]2O[C@H](O[C@]3(CO)O[C@H](CO)[C@@H](O)[C@@H]3O)[C@H](O)[C@@H](O)[C@@H]2O)[C@H:28]([OH:54])[C@@H:27]([OH:55])[C@H:26]1[OH:56].C([O-])(=O)CCC(C)=O, predict the reaction product. The product is: [OH:23][CH2:1][C:2]([C@H:3]([C@@H:4]([C@@H:5]([CH2:6][OH:8])[OH:20])[OH:21])[OH:22])=[O:7].[O:31]=[CH:29][C@@H:28]([C@H:27]([C@@H:26]([C@@H:25]([CH2:24][OH:57])[OH:30])[OH:56])[OH:55])[OH:54].